This data is from Reaction yield outcomes from USPTO patents with 853,638 reactions. The task is: Predict the reaction yield, written as a fraction of the theoretical maximum amount of product (1.0 means a 100% yield; for example, 0.34 means a 34% yield). (1) The reactants are C([O:8][C:9]1[N:14]=[CH:13][C:12]([C:15]2[CH:20]=[CH:19][C:18]([CH2:21][C:22]([NH:24][C:25]3[CH:30]=[CH:29][C:28]([C:31]#[N:32])=[C:27]([C:33]([F:36])([F:35])[F:34])[CH:26]=3)=[O:23])=[CH:17][C:16]=2[F:37])=[C:11]([O:38][CH2:39][CH3:40])[CH:10]=1)C1C=CC=CC=1. The catalyst is CO.[Pd]. The product is [C:31]([C:28]1[CH:29]=[CH:30][C:25]([NH:24][C:22](=[O:23])[CH2:21][C:18]2[CH:19]=[CH:20][C:15]([C:12]3[C:11]([O:38][CH2:39][CH3:40])=[CH:10][C:9](=[O:8])[NH:14][CH:13]=3)=[C:16]([F:37])[CH:17]=2)=[CH:26][C:27]=1[C:33]([F:35])([F:36])[F:34])#[N:32]. The yield is 0.362. (2) The reactants are [CH3:1][CH:2]([CH2:8][C:9]1[CH:14]=[CH:13][CH:12]=[CH:11][N:10]=1)[C:3]([O:5][CH2:6][CH3:7])=[O:4].ClC1C=CC=C(C(OO)=O)C=1.C[Si]([C:30]#[N:31])(C)C.CN(C)C(Cl)=O. The catalyst is C(OCC)(=O)C.O. The product is [C:30]([C:11]1[N:10]=[C:9]([CH2:8][CH:2]([CH3:1])[C:3]([O:5][CH2:6][CH3:7])=[O:4])[CH:14]=[CH:13][CH:12]=1)#[N:31]. The yield is 0.760. (3) The reactants are I[C:2]1[C:3]([NH2:14])=[CH:4][C:5]([N:8]2[CH2:13][CH2:12][O:11][CH2:10][CH2:9]2)=[N:6][CH:7]=1.N1C2C(=CC=C3C=2N=CC=C3)C=CC=1.[C:29](=O)([O-])[O-:30].[Cs+].[Cs+]. The catalyst is CO.[Cu]I. The product is [CH3:29][O:30][C:2]1[C:3]([NH2:14])=[CH:4][C:5]([N:8]2[CH2:13][CH2:12][O:11][CH2:10][CH2:9]2)=[N:6][CH:7]=1. The yield is 0.500. (4) The reactants are [CH2:1]([N:8]1[C:16]2[C:11](=[CH:12][CH:13]=[CH:14][CH:15]=2)[C@:10]2([CH2:18][C@H:17]2[C:19]2[CH:27]=[C:26]3[C:22]([CH:23]=[N:24][N:25]3[CH2:28][C:29]3[CH:34]=[CH:33][CH:32]=[CH:31][CH:30]=3)=[CH:21][CH:20]=2)[C:9]1=[O:35])C1C=CC=CC=1.CS(O[C@@H](C1C=C2C(C=NN2CC2C=CC=CC=2)=CC=1)COS(C)(=O)=O)(=O)=O.CN1C2C(=CC=CC=2)CC1=O. No catalyst specified. The product is [CH2:28]([N:25]1[C:26]2[C:22](=[CH:21][CH:20]=[C:19]([C@H:17]3[C@@:10]4([C:11]5[C:16](=[CH:15][CH:14]=[CH:13][CH:12]=5)[N:8]([CH3:1])[C:9]4=[O:35])[CH2:18]3)[CH:27]=2)[CH:23]=[N:24]1)[C:29]1[CH:30]=[CH:31][CH:32]=[CH:33][CH:34]=1. The yield is 0.840. (5) The reactants are C([N:8]1[CH2:12][CH2:11][C@@H:10]([NH2:13])[CH2:9]1)C1C=CC=CC=1.[O:14]1[CH2:19][CH2:18][C:17](=O)[CH2:16][CH2:15]1.C(O)(=O)C.C(O[BH-](OC(=O)C)OC(=O)C)(=O)C.[Na+].[CH3:39][C:40]([O:43][C:44](O[C:44]([O:43][C:40]([CH3:42])([CH3:41])[CH3:39])=[O:45])=[O:45])([CH3:42])[CH3:41].C1CCCCC=1. The catalyst is C(Cl)Cl.CCO.[OH-].[OH-].[Pd+2]. The product is [C:40]([O:43][C:44](=[O:45])[N:13]([C@@H:10]1[CH2:11][CH2:12][NH:8][CH2:9]1)[CH:17]1[CH2:18][CH2:19][O:14][CH2:15][CH2:16]1)([CH3:42])([CH3:41])[CH3:39]. The yield is 0.850. (6) The reactants are C[Al](C)C.[F:5][C:6]1[CH:7]=[CH:8][C:9]([NH2:12])=[N:10][CH:11]=1.[Si:13]([O:20][CH:21]1[CH2:24][N:23]([CH2:25][C@H:26]([OH:31])[C:27](OC)=[O:28])[CH2:22]1)([C:16]([CH3:19])([CH3:18])[CH3:17])([CH3:15])[CH3:14].[C@H](O)(C([O-])=O)[C@@H](O)C([O-])=O.[Na+].[K+]. The catalyst is C1(C)C=CC=CC=1.C(OCC)(=O)C. The product is [Si:13]([O:20][CH:21]1[CH2:24][N:23]([CH2:25][C@H:26]([OH:31])[C:27]([NH:12][C:9]2[CH:8]=[CH:7][C:6]([F:5])=[CH:11][N:10]=2)=[O:28])[CH2:22]1)([C:16]([CH3:19])([CH3:18])[CH3:17])([CH3:15])[CH3:14]. The yield is 0.517. (7) The reactants are C([O:3][C:4]([C:6]1[CH:11]=[CH:10][C:9]([S:12][C:13]2[CH:21]=[C:20]([Cl:22])[CH:19]=[CH:18][C:14]=2[C:15]([OH:17])=[O:16])=[C:8]([N+:23]([O-:25])=[O:24])[CH:7]=1)=[O:5])C.Cl. The catalyst is [Li+].[OH-].C1COCC1.C(OCC)(=O)C. The product is [Cl:22][C:20]1[CH:21]=[C:13]([S:12][C:9]2[CH:10]=[CH:11][C:6]([C:4]([OH:5])=[O:3])=[CH:7][C:8]=2[N+:23]([O-:25])=[O:24])[C:14]([C:15]([OH:17])=[O:16])=[CH:18][CH:19]=1. The yield is 0.820. (8) The yield is 0.980. The catalyst is O. The reactants are [CH2:1]([N:8]1[C:16]2[C:15](=[S:17])[NH:14][C:13](=[O:18])[N:12]([CH2:19][CH2:20][CH2:21][CH2:22][CH3:23])[C:11]=2[N:10]=[CH:9]1)[C:2]1[CH:7]=[CH:6][CH:5]=[CH:4][CH:3]=1.[OH-].[Na+].S(OC)(O[CH3:30])(=O)=O. The product is [CH2:1]([N:8]1[C:16]2[C:15]([S:17][CH3:30])=[N:14][C:13](=[O:18])[N:12]([CH2:19][CH2:20][CH2:21][CH2:22][CH3:23])[C:11]=2[N:10]=[CH:9]1)[C:2]1[CH:7]=[CH:6][CH:5]=[CH:4][CH:3]=1.